This data is from Catalyst prediction with 721,799 reactions and 888 catalyst types from USPTO. The task is: Predict which catalyst facilitates the given reaction. (1) Reactant: [CH:1]1([C:4]2[CH:5]=[C:6]([C:16]([OH:18])=O)[C:7]3[CH:12]=[N:11][N:10]([CH2:13][CH2:14][CH3:15])[C:8]=3[N:9]=2)[CH2:3][CH2:2]1.[NH2:19][CH2:20][C:21]1[C:22](=[O:29])[NH:23][C:24]([CH3:28])=[CH:25][C:26]=1[CH3:27].ON1C2N=CC=CC=2N=N1.C(Cl)CCl.CN1CCOCC1. Product: [CH:1]1([C:4]2[CH:5]=[C:6]([C:16]([NH:19][CH2:20][C:21]3[C:22](=[O:29])[NH:23][C:24]([CH3:28])=[CH:25][C:26]=3[CH3:27])=[O:18])[C:7]3[CH:12]=[N:11][N:10]([CH2:13][CH2:14][CH3:15])[C:8]=3[N:9]=2)[CH2:2][CH2:3]1. The catalyst class is: 16. (2) Reactant: [C:1]([C:3]1[C:4]([S:10][CH:11]([CH2:23][CH3:24])[CH2:12][CH2:13][N:14](C)[C:15](=O)OC(C)(C)C)=[N:5][C:6]([CH3:9])=[CH:7][CH:8]=1)#[N:2].[ClH:25]. Product: [ClH:25].[CH2:23]([CH:11]([S:10][C:4]1[C:3]([C:1]#[N:2])=[CH:8][CH:7]=[C:6]([CH3:9])[N:5]=1)[CH2:12][CH2:13][NH:14][CH3:15])[CH3:24]. The catalyst class is: 12. (3) Reactant: Cl[C:2]1[N:7]=[C:6]([Cl:8])[N:5]=[CH:4][N:3]=1.C(N(CC)C(C)C)(C)C.[NH2:18][C:19]1[CH:27]=[CH:26][C:22]([C:23]([NH2:25])=[O:24])=[C:21]([O:28][CH3:29])[CH:20]=1.O1CCCC1. Product: [Cl:8][C:6]1[N:5]=[CH:4][N:3]=[C:2]([NH:18][C:19]2[CH:27]=[CH:26][C:22]([C:23]([NH2:25])=[O:24])=[C:21]([O:28][CH3:29])[CH:20]=2)[N:7]=1. The catalyst class is: 288. (4) Reactant: [O:1]1[CH2:6][CH2:5][CH:4]([OH:7])[CH2:3][CH2:2]1.C([O-])([O-])=O.[K+].[K+].[Br:14][C:15]1[C:16](Cl)=[N:17][CH:18]=[C:19]([CH:34]=1)[C:20]([NH:22][C:23]1[CH:28]=[CH:27][C:26]([O:29][C:30]([F:33])([F:32])[F:31])=[CH:25][CH:24]=1)=[O:21]. Product: [Br:14][C:15]1[C:16]([O:7][CH:4]2[CH2:5][CH2:6][O:1][CH2:2][CH2:3]2)=[N:17][CH:18]=[C:19]([CH:34]=1)[C:20]([NH:22][C:23]1[CH:24]=[CH:25][C:26]([O:29][C:30]([F:32])([F:31])[F:33])=[CH:27][CH:28]=1)=[O:21]. The catalyst class is: 3. (5) Reactant: [CH3:1][O:2][C:3]([C:5]1[CH:9]=[C:8]([CH:10](O)[CH2:11][CH2:12][CH2:13][NH:14][C:15]([O:17][C:18]([CH3:21])([CH3:20])[CH3:19])=[O:16])[S:7][C:6]=1[CH3:23])=[O:4].C(N(CC)CC)C.CS(Cl)(=O)=O.O. Product: [C:18]([O:17][C:15]([N:14]1[CH2:13][CH2:12][CH2:11][CH:10]1[C:8]1[S:7][C:6]([CH3:23])=[C:5]([C:3]([O:2][CH3:1])=[O:4])[CH:9]=1)=[O:16])([CH3:21])([CH3:20])[CH3:19]. The catalyst class is: 2. (6) Reactant: Cl[C:2]1[C:11]2[C:6](=[CH:7][CH:8]=[CH:9][CH:10]=2)[N:5]=[CH:4][C:3]=1[N+:12]([O-:14])=[O:13].C(N(CC)CC)C.[NH2:22][CH2:23][C:24]1([OH:34])[CH2:33][CH2:32][C:27]2([O:31][CH2:30][CH2:29][O:28]2)[CH2:26][CH2:25]1. Product: [N+:12]([C:3]1[CH:4]=[N:5][C:6]2[C:11]([C:2]=1[NH:22][CH2:23][C:24]1([OH:34])[CH2:33][CH2:32][C:27]3([O:31][CH2:30][CH2:29][O:28]3)[CH2:26][CH2:25]1)=[CH:10][CH:9]=[CH:8][CH:7]=2)([O-:14])=[O:13]. The catalyst class is: 46.